From a dataset of Forward reaction prediction with 1.9M reactions from USPTO patents (1976-2016). Predict the product of the given reaction. (1) Given the reactants C(O)C.[N+:4]([C:7]1[CH:8]=[C:9](C(O)=O)[C:10]2[NH:14][CH:13]=[N:12][C:11]=2[CH:15]=1)([O-:6])=[O:5].C([N:21](CC)CC)C.[C:26]([O:29][CH2:30][CH3:31])(=[O:28])C, predict the reaction product. The product is: [N+:4]([C:7]1[CH:8]=[C:9]([NH:21][C:26](=[O:28])[O:29][CH2:30][CH3:31])[C:10]2[N:14]=[CH:13][NH:12][C:11]=2[CH:15]=1)([O-:6])=[O:5]. (2) Given the reactants [CH:1]1([NH:4][C:5](=[O:10])[C@@H:6]([NH2+:8][CH3:9])[CH3:7])[CH2:3][CH2:2]1.[Cl-].[CH3:12][N:13]1[C:25]2[CH2:24][CH2:23][CH:22]([CH:26]3[CH2:31][CH2:30][O:29][CH2:28][CH2:27]3)[CH2:21][C:20]=2[C:19]2[C:14]1=[CH:15][CH:16]=[C:17]([C:32](O)=[O:33])[CH:18]=2.CCN(C(C)C)C(C)C.CN(C(ON1N=NC2C=CC=NC1=2)=[N+](C)C)C.F[P-](F)(F)(F)(F)F, predict the reaction product. The product is: [CH:1]1([NH:4][C:5](=[O:10])[C@@H:6]([N:8]([CH3:9])[C:32]([C:17]2[CH:18]=[C:19]3[C:14](=[CH:15][CH:16]=2)[N:13]([CH3:12])[C:25]2[CH2:24][CH2:23][CH:22]([CH:26]4[CH2:27][CH2:28][O:29][CH2:30][CH2:31]4)[CH2:21][C:20]3=2)=[O:33])[CH3:7])[CH2:3][CH2:2]1. (3) Given the reactants [NH2:1][C:2]1[C:11]2[C:6](=[CH:7][CH:8]=[CH:9][CH:10]=2)[CH:5]=[CH:4][C:3]=1[C:12]([OH:21])([C:17]([F:20])([F:19])[F:18])[C:13]([F:16])([F:15])[F:14].[C:22](Cl)(=[O:27])[CH2:23][CH2:24][CH:25]=[CH2:26], predict the reaction product. The product is: [F:20][C:17]([F:18])([F:19])[C:12]([C:3]1[CH:4]=[CH:5][C:6]2[C:11](=[CH:10][CH:9]=[CH:8][CH:7]=2)[C:2]=1[NH:1][C:22](=[O:27])[CH2:23][CH2:24][CH:25]=[CH2:26])([OH:21])[C:13]([F:14])([F:15])[F:16]. (4) Given the reactants [Br:1]N1C(=O)CCC1=O.[O:9]=[C:10]1[C:15]2[CH:16]=[C:17]([CH:19]=[O:20])[O:18][C:14]=2[CH:13]=[CH:12][NH:11]1, predict the reaction product. The product is: [Br:1][C:13]1[C:14]2[O:18][C:17]([CH:19]=[O:20])=[CH:16][C:15]=2[C:10](=[O:9])[NH:11][CH:12]=1. (5) Given the reactants [F:1][C:2]1[CH:3]=[CH:4][C:5]([NH2:8])=[N:6][CH:7]=1.[CH:9]([C:11]1[CH:12]=[C:13]([CH:16]=[CH:17][CH:18]=1)[C:14]#[N:15])=O.O.C1(C)C=CC(S(O)(=O)=O)=CC=1.[N+:31]([C:33]([CH3:36])([CH3:35])[CH3:34])#[C-:32], predict the reaction product. The product is: [C:33]([NH:31][C:32]1[N:6]2[CH:7]=[C:2]([F:1])[CH:3]=[CH:4][C:5]2=[N:8][C:9]=1[C:11]1[CH:12]=[C:13]([CH:16]=[CH:17][CH:18]=1)[C:14]#[N:15])([CH3:36])([CH3:35])[CH3:34]. (6) Given the reactants [Cl:1][C:2]1[CH:7]=[C:6]([NH2:8])[CH:5]=[CH:4][C:3]=1[C:9]1[CH:14]=[CH:13][C:12]([F:15])=[CH:11][CH:10]=1.[C:16](N1C=CN=C1)(N1C=CN=C1)=[S:17], predict the reaction product. The product is: [Cl:1][C:2]1[CH:7]=[C:6]([N:8]=[C:16]=[S:17])[CH:5]=[CH:4][C:3]=1[C:9]1[CH:14]=[CH:13][C:12]([F:15])=[CH:11][CH:10]=1.